This data is from Reaction yield outcomes from USPTO patents with 853,638 reactions. The task is: Predict the reaction yield, written as a fraction of the theoretical maximum amount of product (1.0 means a 100% yield; for example, 0.34 means a 34% yield). The reactants are [Cl-].O[NH3+:3].[C:4](=[O:7])([O-:6])O.[Na+].CS(C)=O.[CH2:13]([C:17]1[N:18]=[C:19]([CH3:52])[N:20]([C:39]2[CH:40]=[C:41]([C:48]([O:50][CH3:51])=[O:49])[C:42]3[O:46][CH2:45][CH2:44][C:43]=3[CH:47]=2)[C:21](=[O:38])[C:22]=1[CH2:23][C:24]1[CH:29]=[CH:28][C:27]([C:30]2[CH:35]=[CH:34][CH:33]=[CH:32][C:31]=2[C:36]#[N:37])=[CH:26][CH:25]=1)[CH2:14][CH2:15][CH3:16]. The catalyst is O.C(OCC)(=O)C. The product is [CH2:13]([C:17]1[N:18]=[C:19]([CH3:52])[N:20]([C:39]2[CH:40]=[C:41]([C:48]([O:50][CH3:51])=[O:49])[C:42]3[O:46][CH2:45][CH2:44][C:43]=3[CH:47]=2)[C:21](=[O:38])[C:22]=1[CH2:23][C:24]1[CH:29]=[CH:28][C:27]([C:30]2[CH:35]=[CH:34][CH:33]=[CH:32][C:31]=2[C:36]2[NH:3][C:4](=[O:7])[O:6][N:37]=2)=[CH:26][CH:25]=1)[CH2:14][CH2:15][CH3:16]. The yield is 0.310.